Dataset: Full USPTO retrosynthesis dataset with 1.9M reactions from patents (1976-2016). Task: Predict the reactants needed to synthesize the given product. Given the product [C:11]([O:15][C:16]([C:18]1[CH:23]=[C:22]([O:24][C:25]2[CH:30]=[CH:29][C:28]3[N:31]([CH3:32])[C:9]([NH:8][C:5]4[CH:6]=[CH:7][C:2]([F:1])=[CH:3][CH:4]=4)=[N:33][C:27]=3[CH:26]=2)[CH:21]=[CH:20][N:19]=1)=[O:17])([CH3:14])([CH3:12])[CH3:13], predict the reactants needed to synthesize it. The reactants are: [F:1][C:2]1[CH:7]=[CH:6][C:5]([N:8]=[C:9]=S)=[CH:4][CH:3]=1.[C:11]([O:15][C:16]([C:18]1[CH:23]=[C:22]([O:24][C:25]2[CH:30]=[CH:29][C:28]([NH:31][CH3:32])=[C:27]([NH2:33])[CH:26]=2)[CH:21]=[CH:20][N:19]=1)=[O:17])([CH3:14])([CH3:13])[CH3:12].